This data is from Catalyst prediction with 721,799 reactions and 888 catalyst types from USPTO. The task is: Predict which catalyst facilitates the given reaction. (1) Reactant: [Cl:1][C:2]1[N:3]=[C:4]([C:7]2[CH:12]=[CH:11][C:10]([NH:13][C:14](=[O:23])[O:15][CH2:16][CH:17]3[CH2:22][CH2:21][NH:20][CH2:19][CH2:18]3)=[CH:9][CH:8]=2)[S:5][CH:6]=1.[CH:24]1([CH:30]=O)[CH2:29][CH2:28][CH2:27][CH2:26][CH2:25]1.C(O[BH-](OC(=O)C)OC(=O)C)(=O)C.[Na+].C([O-])(O)=O.[Na+]. Product: [Cl:1][C:2]1[N:3]=[C:4]([C:7]2[CH:12]=[CH:11][C:10]([NH:13][C:14](=[O:23])[O:15][CH2:16][CH:17]3[CH2:22][CH2:21][N:20]([CH2:30][CH:24]4[CH2:29][CH2:28][CH2:27][CH2:26][CH2:25]4)[CH2:19][CH2:18]3)=[CH:9][CH:8]=2)[S:5][CH:6]=1. The catalyst class is: 2. (2) Reactant: Cl.[F:2][CH2:3][CH2:4][CH2:5][NH2:6].C(N(C(C)C)CC)(C)C.[F:16][CH:17]([F:47])[C:18]([N:20]1[C@H:24]([CH2:25][F:26])[C@@H:23]([C:27]2[CH:32]=[CH:31][C:30]([C:33]3[CH:34]=[CH:35][C:36]([CH2:39]OS(C)(=O)=O)=[N:37][CH:38]=3)=[CH:29][CH:28]=2)[O:22][C:21]1([CH3:46])[CH3:45])=[O:19]. Product: [F:47][CH:17]([F:16])[C:18]([N:20]1[C@H:24]([CH2:25][F:26])[C@@H:23]([C:27]2[CH:28]=[CH:29][C:30]([C:33]3[CH:38]=[N:37][C:36]([CH2:39][NH:6][CH2:5][CH2:4][CH2:3][F:2])=[CH:35][CH:34]=3)=[CH:31][CH:32]=2)[O:22][C:21]1([CH3:45])[CH3:46])=[O:19]. The catalyst class is: 10. (3) Reactant: [C:1]([N:8]1[CH2:14][CH2:13][CH2:12][C@@H:9]1[CH:10]=O)([O:3][C:4]([CH3:7])([CH3:6])[CH3:5])=[O:2].[CH2:15](S(C1SC2C=CC=CC=2N=1)(=O)=O)[CH3:16].C[Si]([N-][Si](C)(C)C)(C)C.[Li+]. Product: [C:4]([O:3][C:1]([N:8]1[CH2:14][CH2:13][CH2:12][C@@H:9]1/[CH:10]=[CH:15]/[CH3:16])=[O:2])([CH3:7])([CH3:6])[CH3:5]. The catalyst class is: 7. (4) Reactant: [F:1][C:2]1[CH:3]=[C:4]2[C:12](=[CH:13][CH:14]=1)[N:11]([CH2:15][C:16]1[CH:25]=[CH:24][C:19]([C:20]([O:22][CH3:23])=[O:21])=[CH:18][CH:17]=1)[C:10]1[CH2:9][C:8]([CH3:27])([CH3:26])[C:7](=[CH2:28])[C:6](=[O:29])[C:5]2=1.[CH3:30][N:31]1[CH2:36][CH2:35][NH:34][CH2:33][CH2:32]1. Product: [F:1][C:2]1[CH:3]=[C:4]2[C:12](=[CH:13][CH:14]=1)[N:11]([CH2:15][C:16]1[CH:25]=[CH:24][C:19]([C:20]([O:22][CH3:23])=[O:21])=[CH:18][CH:17]=1)[C:10]1[CH2:9][C:8]([CH3:26])([CH3:27])[CH:7]([CH2:28][N:34]3[CH2:35][CH2:36][N:31]([CH3:30])[CH2:32][CH2:33]3)[C:6](=[O:29])[C:5]2=1. The catalyst class is: 11.